This data is from Full USPTO retrosynthesis dataset with 1.9M reactions from patents (1976-2016). The task is: Predict the reactants needed to synthesize the given product. (1) Given the product [CH3:16][N:17]1[CH2:22][CH2:21][CH:20]([NH:23][CH2:24][C:25]2[CH:30]=[CH:29][CH:28]=[C:27]([Br:32])[C:26]=2[F:31])[CH2:19][CH2:18]1, predict the reactants needed to synthesize it. The reactants are: C([Li])CCC.CC1(C)CCCC(C)(C)N1.[CH3:16][N:17]1[CH2:22][CH2:21][CH:20]([NH:23][CH2:24][C:25]2[CH:30]=[CH:29][CH:28]=[CH:27][C:26]=2[F:31])[CH2:19][CH2:18]1.[Br:32]C(Cl)(Cl)C(Br)(Cl)Cl. (2) Given the product [C:7]1([C:4]2[CH:3]=[C:2]([NH:1][C:18]([NH2:23])=[S:19])[NH:6][N:5]=2)[CH:12]=[CH:11][CH:10]=[CH:9][CH:8]=1, predict the reactants needed to synthesize it. The reactants are: [NH2:1][C:2]1[NH:6][N:5]=[C:4]([C:7]2[CH:12]=[CH:11][CH:10]=[CH:9][CH:8]=2)[CH:3]=1.C(=O)(O)[O-].[Na+].[C:18](Cl)(Cl)=[S:19].[OH-].[NH4+:23].C(O)(=O)CC(CC(O)=O)(C(O)=O)O. (3) Given the product [O:15]1[C:2]2([CH2:7][CH2:6][CH:5]([C:8]([O:10][CH2:11][CH3:12])=[O:9])[CH2:4][CH2:3]2)[O:1][CH2:13][CH2:14]1, predict the reactants needed to synthesize it. The reactants are: [O:1]=[C:2]1[CH2:7][CH2:6][CH:5]([C:8]([O:10][CH2:11][CH3:12])=[O:9])[CH2:4][CH2:3]1.[CH2:13](O)[CH2:14][OH:15].C1(C)C=CC=CC=1. (4) Given the product [Br:19][C:17]1[CH:16]=[CH:15][C:14]([Cl:20])=[C:13]([CH2:12][C:11]2[S:31][C:1]([C:2]3[CH:7]=[CH:6][CH:5]=[CH:4][CH:3]=3)=[N:9][CH:10]=2)[CH:18]=1, predict the reactants needed to synthesize it. The reactants are: [C:1]([NH:9][CH2:10][C:11](=O)[CH2:12][C:13]1[CH:18]=[C:17]([Br:19])[CH:16]=[CH:15][C:14]=1[Cl:20])(=O)[C:2]1[CH:7]=[CH:6][CH:5]=[CH:4][CH:3]=1.COC1C=CC(P2(SP(C3C=CC(OC)=CC=3)(=S)S2)=[S:31])=CC=1. (5) Given the product [Br:22][CH2:15][C:1](=[O:13])[CH2:2][CH2:3][CH2:4][CH2:5][CH2:6][CH2:7][CH2:8][CH2:9][CH2:10][CH2:11][CH3:12], predict the reactants needed to synthesize it. The reactants are: [C:1](Cl)(=[O:13])[CH2:2][CH2:3][CH2:4][CH2:5][CH2:6][CH2:7][CH2:8][CH2:9][CH2:10][CH2:11][CH3:12].[CH3:15][Si](C=[N+]=[N-])(C)C.[BrH:22]. (6) Given the product [Cl:1][C:2]1[CH:3]=[CH:4][C:5]([C:8]2[N:9]=[C:10]([CH2:24][N:25]3[N:29]=[N:28][CH:27]=[N:26]3)[C:11]([C:21]([NH:37][N:34]3[CH2:35][CH2:36][C:31]([F:38])([F:30])[CH2:32][CH2:33]3)=[O:22])=[N:12][C:13]=2[C:14]2[CH:19]=[CH:18][C:17]([Cl:20])=[CH:16][CH:15]=2)=[CH:6][CH:7]=1, predict the reactants needed to synthesize it. The reactants are: [Cl:1][C:2]1[CH:7]=[CH:6][C:5]([C:8]2[N:9]=[C:10]([CH2:24][N:25]3[N:29]=[N:28][CH:27]=[N:26]3)[C:11]([C:21](O)=[O:22])=[N:12][C:13]=2[C:14]2[CH:19]=[CH:18][C:17]([Cl:20])=[CH:16][CH:15]=2)=[CH:4][CH:3]=1.[F:30][C:31]1([F:38])[CH2:36][CH2:35][N:34]([NH2:37])[CH2:33][CH2:32]1.F[P-](F)(F)(F)(F)F.N1(O[P+](N2CCCC2)(N2CCCC2)N2CCCC2)C2C=CC=CC=2N=N1.